Dataset: Forward reaction prediction with 1.9M reactions from USPTO patents (1976-2016). Task: Predict the product of the given reaction. (1) Given the reactants [Cl:1][C:2]1[N:10]=[CH:9][N:8]=[C:7]2[C:3]=1[N:4]=[CH:5][N:6]2[C@H:11]1[C@@H:15]2[O:16][C:17]([CH3:20])([CH3:19])[O:18][C@@H:14]2[C@@H:13]([CH2:21][OH:22])[O:12]1.N1C=CN=C1.[CH3:28][C:29]([Si:32](Cl)([CH3:34])[CH3:33])([CH3:31])[CH3:30], predict the reaction product. The product is: [Si:32]([O:22][CH2:21][C@@H:13]1[C@H:14]2[O:18][C:17]([CH3:19])([CH3:20])[O:16][C@H:15]2[C@H:11]([N:6]2[CH:5]=[N:4][C:3]3[C:7]2=[N:8][CH:9]=[N:10][C:2]=3[Cl:1])[O:12]1)([C:29]([CH3:31])([CH3:30])[CH3:28])([CH3:34])[CH3:33]. (2) Given the reactants [Cl:1][CH2:2][CH2:3][NH:4][C:5]([CH3:16])([CH3:15])[CH2:6][CH2:7][C:8](OC(C)(C)C)=[O:9].FC(F)(F)C(O)=O.Cl.CN(C)CCCN=C=NCC.O.OC1C2N=NNC=2C=CC=1.C(N(C(C)C)CC)(C)C, predict the reaction product. The product is: [Cl:1][CH2:2][CH2:3][N:4]1[C:5]([CH3:16])([CH3:15])[CH2:6][CH2:7][C:8]1=[O:9]. (3) Given the reactants [NH:1]1[CH:5]=[CH:4][N:3]=[C:2]1[C:6]([O:8][CH2:9][CH3:10])=[O:7].[H-].[Na+].[NH2:13]OP(=O)(C1C=CC=CC=1)C1C=CC=CC=1.C1(P(Cl)(C2C=CC=CC=2)=O)C=CC=CC=1, predict the reaction product. The product is: [NH2:13][N:1]1[CH:5]=[CH:4][N:3]=[C:2]1[C:6]([O:8][CH2:9][CH3:10])=[O:7].